This data is from Reaction yield outcomes from USPTO patents with 853,638 reactions. The task is: Predict the reaction yield, written as a fraction of the theoretical maximum amount of product (1.0 means a 100% yield; for example, 0.34 means a 34% yield). (1) The reactants are Cl[CH2:2][C:3]1[N:4]([C:20]2[CH:25]=[CH:24][C:23]([N+:26]([O-:28])=[O:27])=[CH:22][CH:21]=2)[CH:5]=[C:6]([C:8]2[C:9]([C:14]3[CH:19]=[CH:18][CH:17]=[CH:16][CH:15]=3)=[N:10][O:11][C:12]=2[CH3:13])[N:7]=1.[O-:29][CH2:30][CH3:31].[Na+]. The catalyst is C(O)C.CO. The product is [CH2:30]([O:29][CH2:2][C:3]1[N:4]([C:20]2[CH:25]=[CH:24][C:23]([N+:26]([O-:28])=[O:27])=[CH:22][CH:21]=2)[CH:5]=[C:6]([C:8]2[C:9]([C:14]3[CH:19]=[CH:18][CH:17]=[CH:16][CH:15]=3)=[N:10][O:11][C:12]=2[CH3:13])[N:7]=1)[CH3:31]. The yield is 0.920. (2) The reactants are Br[C:2]1[CH:7]=[CH:6][C:5]([C@@H:8]([N:10]2[CH2:15][CH2:14][C@:13]([CH2:22][CH2:23][C:24]3[O:25][C:26]([CH3:29])=[N:27][N:28]=3)([C:16]3[CH:21]=[CH:20][CH:19]=[CH:18][CH:17]=3)[O:12][C:11]2=[O:30])[CH3:9])=[CH:4][CH:3]=1.[CH3:31][C:32]1([CH3:48])[C:36]([CH3:38])([CH3:37])[O:35][B:34]([B:34]2[O:35][C:36]([CH3:38])([CH3:37])[C:32]([CH3:48])([CH3:31])[O:33]2)[O:33]1.CC([O-])=O.[K+]. The catalyst is CS(C)=O.C1C=CC(P(C2C=CC=CC=2)[C-]2C=CC=C2)=CC=1.C1C=CC(P(C2C=CC=CC=2)[C-]2C=CC=C2)=CC=1.Cl[Pd]Cl.[Fe+2]. The yield is 0.736. The product is [CH3:29][C:26]1[O:25][C:24]([CH2:23][CH2:22][C@@:13]2([C:16]3[CH:21]=[CH:20][CH:19]=[CH:18][CH:17]=3)[O:12][C:11](=[O:30])[N:10]([C@H:8]([C:5]3[CH:6]=[CH:7][C:2]([B:34]4[O:35][C:36]([CH3:38])([CH3:37])[C:32]([CH3:48])([CH3:31])[O:33]4)=[CH:3][CH:4]=3)[CH3:9])[CH2:15][CH2:14]2)=[N:28][N:27]=1. (3) The reactants are CCN(S(F)(F)[F:7])CC.[F:10][C:11]1[CH:16]=[CH:15][C:14]([S:17]([C@@:20]2([C:36]3[CH:41]=[CH:40][C:39]([C:42]([F:51])([C:47]([F:50])([F:49])[F:48])[C:43]([F:46])([F:45])[F:44])=[CH:38][CH:37]=3)[CH2:24][CH2:23][N:22]([C:25]([C:27]3(O)[CH2:32][CH2:31][S:30](=[O:34])(=[O:33])[CH2:29][CH2:28]3)=[O:26])[CH2:21]2)(=[O:19])=[O:18])=[CH:13][CH:12]=1. The catalyst is C(Cl)Cl. The product is [F:7][C:27]1([C:25]([N:22]2[CH2:23][CH2:24][C@@:20]([S:17]([C:14]3[CH:13]=[CH:12][C:11]([F:10])=[CH:16][CH:15]=3)(=[O:19])=[O:18])([C:36]3[CH:37]=[CH:38][C:39]([C:42]([F:51])([C:47]([F:50])([F:49])[F:48])[C:43]([F:44])([F:45])[F:46])=[CH:40][CH:41]=3)[CH2:21]2)=[O:26])[CH2:32][CH2:31][S:30](=[O:34])(=[O:33])[CH2:29][CH2:28]1. The yield is 0.470. (4) The catalyst is O. The reactants are FC(F)(F)S(O)(=O)=O.ClC(Cl)C.[F:13][C:14]1[CH:19]=[CH:18][CH:17]=[CH:16][C:15]=1[CH:20]=[C:21]([CH3:23])[CH3:22].[N:24]1[C:33]2[C:28](=[CH:29][CH:30]=[CH:31][CH:32]=2)[CH:27]=[C:26]([C:34]#[N:35])[CH:25]=1. The product is [F:13][C:14]1[CH:19]=[CH:18][CH:17]=[C:16]2[C:15]=1[CH2:20][C:21]([CH3:23])([CH3:22])[N:35]=[C:34]2[C:26]1[CH:25]=[N:24][C:33]2[C:28]([CH:27]=1)=[CH:29][CH:30]=[CH:31][CH:32]=2. The yield is 0.470. (5) The product is [CH:9]1([C:4]2[CH:5]=[C:6]([N:18]3[CH2:19][CH2:20][N:15]([CH3:14])[CH2:16][CH2:17]3)[N:7]=[C:2]([NH2:1])[N:3]=2)[CH2:13][CH2:12][CH2:11][CH2:10]1. The catalyst is CCO. The reactants are [NH2:1][C:2]1[N:7]=[C:6](Cl)[CH:5]=[C:4]([CH:9]2[CH2:13][CH2:12][CH2:11][CH2:10]2)[N:3]=1.[CH3:14][N:15]1[CH2:20][CH2:19][NH:18][CH2:17][CH2:16]1. The yield is 0.660. (6) The reactants are [C:1]1(=[O:8])[O:7][C:5](=O)[CH2:4][O:3][CH2:2]1.[NH2:9][CH2:10][CH2:11][CH2:12][OH:13]. No catalyst specified. The product is [OH:13][CH2:12][CH2:11][CH2:10][N:9]1[C:1](=[O:8])[CH2:2][O:3][CH2:4][C:5]1=[O:7]. The yield is 0.990.